Dataset: Forward reaction prediction with 1.9M reactions from USPTO patents (1976-2016). Task: Predict the product of the given reaction. Given the reactants [NH2:1][C:2]1[CH:7]=[CH:6][C:5]([C@@H:8]2[CH2:10][C@H:9]2[NH:11][C:12](=[O:18])[O:13][C:14]([CH3:17])([CH3:16])[CH3:15])=[CH:4][CH:3]=1.[O:19]=[C:20]1[CH2:25][CH2:24][CH2:23][CH2:22][N:21]1[C:26]1[CH:27]=[C:28]([CH:32]=[CH:33][CH:34]=1)[C:29](O)=[O:30].Cl.C(N=C=NCCCN(C)C)C.ON1C2C=CC=CC=2N=N1, predict the reaction product. The product is: [C:14]([O:13][C:12](=[O:18])[NH:11][C@@H:9]1[CH2:10][C@H:8]1[C:5]1[CH:6]=[CH:7][C:2]([NH:1][C:29]([C:28]2[CH:32]=[CH:33][CH:34]=[C:26]([N:21]3[CH2:22][CH2:23][CH2:24][CH2:25][C:20]3=[O:19])[CH:27]=2)=[O:30])=[CH:3][CH:4]=1)([CH3:15])([CH3:17])[CH3:16].